Dataset: Full USPTO retrosynthesis dataset with 1.9M reactions from patents (1976-2016). Task: Predict the reactants needed to synthesize the given product. (1) Given the product [CH:9]12[NH:8][CH:13]([CH2:14][C:15](=[O:17])[CH2:16]1)[CH2:12][O:11][CH2:10]2, predict the reactants needed to synthesize it. The reactants are: C([N:8]1[CH:13]2[CH2:14][C:15](=[O:17])[CH2:16][CH:9]1[CH2:10][O:11][CH2:12]2)C1C=CC=CC=1. (2) Given the product [C:1]12([CH2:11][NH:12][C:13]([C:15]3[C:16]4[CH2:24][CH2:23][NH:22][CH2:21][C:17]=4[N:18]=[CH:19][N:20]=3)=[O:14])[CH2:8][CH:7]3[CH2:9][CH:3]([CH2:4][CH:5]([CH2:6]3)[CH2:10]1)[CH2:2]2, predict the reactants needed to synthesize it. The reactants are: [C:1]12([CH2:11][NH:12][C:13]([C:15]3[C:16]4[CH2:24][CH2:23][N:22](CC5C=CC=CC=5)[CH2:21][C:17]=4[N:18]=[CH:19][N:20]=3)=[O:14])[CH2:10][CH:5]3[CH2:6][CH:7]([CH2:9][CH:3]([CH2:4]3)[CH2:2]1)[CH2:8]2.C(Cl)Cl.CO. (3) The reactants are: C(OC([N:8]1[CH2:12][CH2:11][S:10][CH:9]1[C:13]([OH:15])=O)=O)(C)(C)C.[CH:16]1[CH:21]=[CH:20][C:19](/[C:22](/C2C=CC([N+]([O-])=O)=CC=2)=[N:23]/O)=[CH:18][CH:17]=1.[C:34]1([C:44]2[CH:49]=[CH:48][CH:47]=[CH:46][CH:45]=2)[CH:39]=[CH:38][C:37]([S:40](Cl)(=[O:42])=[O:41])=[CH:36][CH:35]=1.C(N)C1C=CC=CC=1. Given the product [CH2:22]([NH:23][C:13]([CH:9]1[N:8]([S:40]([C:37]2[CH:38]=[CH:39][C:34]([C:44]3[CH:49]=[CH:48][CH:47]=[CH:46][CH:45]=3)=[CH:35][CH:36]=2)(=[O:42])=[O:41])[CH2:12][CH2:11][S:10]1)=[O:15])[C:19]1[CH:20]=[CH:21][CH:16]=[CH:17][CH:18]=1, predict the reactants needed to synthesize it. (4) Given the product [N:1]1([CH:7]2[CH2:12][CH2:11][CH2:10][CH:9]([NH:26][C@@H:24]([C:14]3[C:23]4[C:18](=[CH:19][CH:20]=[CH:21][CH:22]=4)[CH:17]=[CH:16][CH:15]=3)[CH3:25])[CH2:8]2)[CH2:6][CH2:5][O:4][CH2:3][CH2:2]1, predict the reactants needed to synthesize it. The reactants are: [N:1]1([CH:7]2[CH2:12][CH2:11][CH2:10][C:9](=O)[CH2:8]2)[CH2:6][CH2:5][O:4][CH2:3][CH2:2]1.[C:14]1([C@H:24]([NH2:26])[CH3:25])[C:23]2[C:18](=[CH:19][CH:20]=[CH:21][CH:22]=2)[CH:17]=[CH:16][CH:15]=1. (5) Given the product [Cl:1][C:2]1[C:3]([F:22])=[C:4]([CH:19]=[CH:20][CH:21]=1)[NH:5][C:6]1[C:15]2[C:10](=[CH:11][C:12]([O:17][CH3:18])=[C:13]([O:16][C@H:33]3[CH2:32][CH2:31][N:30]([C:28]([O:27][C:23]([CH3:26])([CH3:25])[CH3:24])=[O:29])[CH2:34]3)[CH:14]=2)[N:9]=[CH:8][N:7]=1, predict the reactants needed to synthesize it. The reactants are: [Cl:1][C:2]1[C:3]([F:22])=[C:4]([CH:19]=[CH:20][CH:21]=1)[NH:5][C:6]1[C:15]2[C:10](=[CH:11][C:12]([O:17][CH3:18])=[C:13]([OH:16])[CH:14]=2)[N:9]=[CH:8][N:7]=1.[C:23]([O:27][C:28]([N:30]1[CH2:34][CH2:33][C@@H:32](OS(C2C=CC([N+]([O-])=O)=CC=2)(=O)=O)[CH2:31]1)=[O:29])([CH3:26])([CH3:25])[CH3:24].[F-].[Cs+]. (6) Given the product [OH:17][C:7]1[C:6](=[O:14])[NH:5][C:3]([CH3:4])=[N:2][C:8]=1[C:9]([O:11][CH3:12])=[O:10], predict the reactants needed to synthesize it. The reactants are: O/[N:2]=[C:3](/[NH2:5])\[CH3:4].[C:6]([O:14]C)(=O)[C:7]#[C:8][C:9]([O:11][CH3:12])=[O:10].C[OH:17]. (7) Given the product [N:12]1([C:10]2[C:9]3[C:4](=[CH:5][CH:6]=[CH:7][CH:8]=3)[C:3](=[O:18])[N:2]([NH:1][C:28](=[O:29])[CH2:27][C:24]3[CH:23]=[CH:22][C:21]([C:20]([F:31])([F:19])[F:32])=[CH:26][CH:25]=3)[N:11]=2)[CH2:17][CH2:16][O:15][CH2:14][CH2:13]1, predict the reactants needed to synthesize it. The reactants are: [NH2:1][N:2]1[N:11]=[C:10]([N:12]2[CH2:17][CH2:16][O:15][CH2:14][CH2:13]2)[C:9]2[C:4](=[CH:5][CH:6]=[CH:7][CH:8]=2)[C:3]1=[O:18].[F:19][C:20]([F:32])([F:31])[C:21]1[CH:26]=[CH:25][C:24]([CH2:27][C:28](O)=[O:29])=[CH:23][CH:22]=1.